Dataset: Forward reaction prediction with 1.9M reactions from USPTO patents (1976-2016). Task: Predict the product of the given reaction. Given the reactants [Cl:1][C:2]1[CH:8]=[CH:7][C:5]([NH2:6])=[CH:4][CH:3]=1.[CH2:9]([C:11](=O)[C:12]([O-:14])=[O:13])[CH3:10].[Cl:16][C:17]1[CH:24]=[CH:23][CH:22]=[CH:21][C:18]=1C=C.F[C:26](F)(F)[C:27](O)=O, predict the reaction product. The product is: [CH2:26]([O:14][C:12]([CH:11]1[CH2:9][CH:10]([C:18]2[CH:21]=[CH:22][CH:23]=[CH:24][C:17]=2[Cl:16])[C:7]2[C:5](=[CH:4][CH:3]=[C:2]([Cl:1])[CH:8]=2)[NH:6]1)=[O:13])[CH3:27].